This data is from Full USPTO retrosynthesis dataset with 1.9M reactions from patents (1976-2016). The task is: Predict the reactants needed to synthesize the given product. (1) Given the product [N:24]([C:2]1[C:3]2[S:23][CH2:22][CH2:21][C:4]=2[N:5]=[C:6]([N:8]2[CH2:13][CH2:12][N:11]([C:14]3[CH:19]=[CH:18][C:17]([Cl:20])=[CH:16][CH:15]=3)[CH2:10][CH2:9]2)[N:7]=1)=[N+:25]=[N-:26], predict the reactants needed to synthesize it. The reactants are: Cl[C:2]1[C:3]2[S:23][CH2:22][CH2:21][C:4]=2[N:5]=[C:6]([N:8]2[CH2:13][CH2:12][N:11]([C:14]3[CH:19]=[CH:18][C:17]([Cl:20])=[CH:16][CH:15]=3)[CH2:10][CH2:9]2)[N:7]=1.[N-:24]=[N+:25]=[N-:26].[Na+]. (2) Given the product [CH3:1][C:2]1[C:3]([CH:8]([N:10]([CH:39]2[C:37]3[N:4]=[CH:5][CH:6]=[CH:7][C:2]=3[CH2:3][CH2:8][CH2:9]2)[CH2:25][CH2:24][CH2:23][CH2:22][N:13]2[C:14](=[O:21])[C:15]3[C:20](=[CH:19][CH:18]=[CH:17][CH:16]=3)[C:12]2=[O:11])[CH3:9])=[N:4][CH:5]=[CH:6][CH:7]=1, predict the reactants needed to synthesize it. The reactants are: [CH3:1][C:2]1[C:3]([CH:8]([NH2:10])[CH3:9])=[N:4][CH:5]=[CH:6][CH:7]=1.[O:11]=[C:12]1[C:20]2[C:15](=[CH:16][CH:17]=[CH:18][CH:19]=2)[C:14](=[O:21])[N:13]1[CH2:22][CH2:23][CH2:24][CH:25]=O.[BH-](O[C:37]([CH3:39])=O)(OC(C)=O)OC(C)=O.[Na+]. (3) Given the product [Cl:16][C:5]1[C:6]2[C:11](=[CH:10][CH:9]=[C:8]([S:12]([NH2:15])(=[O:13])=[O:14])[CH:7]=2)[N:3]([CH2:1][CH3:2])[CH:4]=1, predict the reactants needed to synthesize it. The reactants are: [CH2:1]([N:3]1[C:11]2[C:6](=[CH:7][C:8]([S:12]([NH2:15])(=[O:14])=[O:13])=[CH:9][CH:10]=2)[CH:5]=[CH:4]1)[CH3:2].[Cl:16]N1C(=O)CCC1=O. (4) Given the product [CH2:3]([O:8][C:10]1[N:15]=[C:14]([O:18][CH2:7][CH2:6][CH2:5][CH:4]=[CH2:3])[N:13]=[C:12]([O:8][CH2:3][CH2:4][CH2:5][CH:6]=[CH2:7])[N:11]=1)[CH2:4][CH2:5][CH:6]=[CH2:7], predict the reactants needed to synthesize it. The reactants are: [H-].[Na+].[CH2:3]([OH:8])[CH2:4][CH2:5][CH:6]=[CH2:7].Cl[C:10]1[N:15]=[C:14](Cl)[N:13]=[C:12](Cl)[N:11]=1.[OH2:18]. (5) The reactants are: O1CCOCC1.I[C:8]1[CH:9]=[C:10]([C@H:16]2[CH2:19][C@H:18]([CH2:20][C:21]([O:23][CH3:24])=[O:22])[CH2:17]2)[CH:11]=[CH:12][C:13]=1[O:14][CH3:15].[B:25]1([B:25]2[O:29][C:28]([CH3:31])([CH3:30])[C:27]([CH3:33])([CH3:32])[O:26]2)[O:29][C:28]([CH3:31])([CH3:30])[C:27]([CH3:33])([CH3:32])[O:26]1.C([O-])(=O)C.[K+]. Given the product [CH3:15][O:14][C:13]1[CH:12]=[CH:11][C:10]([C@H:16]2[CH2:19][C@H:18]([CH2:20][C:21]([O:23][CH3:24])=[O:22])[CH2:17]2)=[CH:9][C:8]=1[B:25]1[O:29][C:28]([CH3:31])([CH3:30])[C:27]([CH3:33])([CH3:32])[O:26]1, predict the reactants needed to synthesize it.